From a dataset of Forward reaction prediction with 1.9M reactions from USPTO patents (1976-2016). Predict the product of the given reaction. (1) Given the reactants [CH2:1]([C:3]1[S:28][C:6]2[N:7]([CH2:13][C:14]3[CH:19]=[CH:18][C:17]([C:20]4[C:21]([C:26]#[N:27])=[CH:22][CH:23]=[CH:24][CH:25]=4)=[CH:16][CH:15]=3)[C:8](=[O:12])[NH:9][C:10](=[O:11])[C:5]=2[CH:4]=1)[CH3:2].Br[CH2:30][C:31]([C:33]1[S:34][C:35]([C:38]2[CH:43]=[CH:42][CH:41]=[CH:40][N:39]=2)=[CH:36][CH:37]=1)=[O:32].[H-].[Na+].[Cl-].O[NH3+:48].[C:49](=[O:52])([O-])[OH:50].[Na+], predict the reaction product. The product is: [CH2:1]([C:3]1[S:28][C:6]2[N:7]([CH2:13][C:14]3[CH:19]=[CH:18][C:17]([C:20]4[CH:25]=[CH:24][CH:23]=[CH:22][C:21]=4[C:26]4[NH:48][C:49](=[O:52])[O:50][N:27]=4)=[CH:16][CH:15]=3)[C:8](=[O:12])[N:9]([CH2:30][C:31](=[O:32])[C:33]3[S:34][C:35]([C:38]4[CH:43]=[CH:42][CH:41]=[CH:40][N:39]=4)=[CH:36][CH:37]=3)[C:10](=[O:11])[C:5]=2[CH:4]=1)[CH3:2]. (2) Given the reactants [OH:1]S([O-])(=O)=O.[K+].[F:7][C:8]([F:17])([F:16])[CH2:9][CH2:10][CH2:11][S:12][CH2:13][C:14]#[N:15].S([O-])([O-])=O.[Na+].[Na+].[OH2:24], predict the reaction product. The product is: [F:17][C:8]([F:7])([F:16])[CH2:9][CH2:10][CH2:11][S:12]([CH2:13][C:14]#[N:15])(=[O:1])=[O:24]. (3) Given the reactants [CH3:1][C:2]1[C:7]([Cl:8])=[CH:6][CH:5]=[CH:4][C:3]=1[N:9]1[C:13](=[O:14])[N:12]([CH3:15])[N:11]=[N:10]1.[Br:16]N1C(=O)CCC1=O.ClC1C=CC=CC=1, predict the reaction product. The product is: [Br:16][CH2:1][C:2]1[C:7]([Cl:8])=[CH:6][CH:5]=[CH:4][C:3]=1[N:9]1[C:13](=[O:14])[N:12]([CH3:15])[N:11]=[N:10]1. (4) The product is: [F:27][C:25]([F:26])([F:28])[C:16]1[CH:17]=[C:18]([C:21]([F:22])([F:23])[F:24])[CH:19]=[CH:20][C:15]=1[CH2:14][N:11]1[CH2:12][CH2:13][CH:8](/[CH:7]=[C:6]2/[C:2]([NH:1][CH2:33][C:32]#[CH:31])=[N:3][C:4](=[O:30])[N:5]/2[CH3:29])[CH2:9][CH2:10]1. Given the reactants [NH2:1][C:2]1=[N:3][C:4](=[O:30])[N:5]([CH3:29])/[C:6]/1=[CH:7]\[CH:8]1[CH2:13][CH2:12][N:11]([CH2:14][C:15]2[CH:20]=[CH:19][C:18]([C:21]([F:24])([F:23])[F:22])=[CH:17][C:16]=2[C:25]([F:28])([F:27])[F:26])[CH2:10][CH2:9]1.[CH2:31](N)[C:32]#[CH:33], predict the reaction product. (5) Given the reactants [CH2:1]([O:3][C:4]([C:6]1C(=O)O[N:8]([C:12]([O:14][C:15]2[CH:20]=[CH:19][CH:18]=[CH:17][CH:16]=2)=[S:13])[CH:7]=1)=[O:5])[CH3:2], predict the reaction product. The product is: [CH2:1]([O:3][C:4]([C:6]1[S:13][C:12]([O:14][C:15]2[CH:20]=[CH:19][CH:18]=[CH:17][CH:16]=2)=[N:8][CH:7]=1)=[O:5])[CH3:2]. (6) Given the reactants ClC(N(C)C)=C(C)C.[C:9]([O:13][C:14]([N:16]1[CH2:23][CH:22]2[N:24]([C:25]([O:27][C:28]([CH3:31])([CH3:30])[CH3:29])=[O:26])[CH:18]([CH2:19][C:20]([C:35]3[CH:40]=[CH:39][CH:38]=[C:37]([O:41][CH2:42][CH2:43][O:44][Si](C(C)(C)C)(C)C)[CH:36]=3)=[C:21]2[C:32]([OH:34])=O)[CH2:17]1)=[O:15])([CH3:12])([CH3:11])[CH3:10].[CH:52]1([NH:55][CH2:56][C:57]2[CH:62]=[CH:61][CH:60]=[C:59]([O:63][CH3:64])[C:58]=2[CH3:65])[CH2:54][CH2:53]1.CCN(C(C)C)C(C)C.C(O)(=O)CC(CC(O)=O)(C(O)=O)O.CCCC[N+](CCCC)(CCCC)CCCC.[F-], predict the reaction product. The product is: [C:9]([O:13][C:14]([N:16]1[CH2:23][CH:22]2[N:24]([C:25]([O:27][C:28]([CH3:30])([CH3:31])[CH3:29])=[O:26])[CH:18]([CH2:19][C:20]([C:35]3[CH:40]=[CH:39][CH:38]=[C:37]([O:41][CH2:42][CH2:43][OH:44])[CH:36]=3)=[C:21]2[C:32](=[O:34])[N:55]([CH:52]2[CH2:54][CH2:53]2)[CH2:56][C:57]2[CH:62]=[CH:61][CH:60]=[C:59]([O:63][CH3:64])[C:58]=2[CH3:65])[CH2:17]1)=[O:15])([CH3:12])([CH3:11])[CH3:10]. (7) Given the reactants [Cl:1][C:2]1[C:3]([F:14])=[C:4]([C:8]([CH3:13])([CH3:12])[C:9]([OH:11])=O)[CH:5]=[CH:6][CH:7]=1.S(Cl)(Cl)=O.[C:19]([O:27][CH2:28][CH3:29])(=[O:26])[CH2:20][C:21]([O:23][CH2:24][CH3:25])=[O:22].[Mg+2].[Cl-].[Cl-], predict the reaction product. The product is: [Cl:1][C:2]1[C:3]([F:14])=[C:4]([C:8]([CH3:13])([CH3:12])[C:9]([CH:20]([C:21]([O:23][CH2:24][CH3:25])=[O:22])[C:19]([O:27][CH2:28][CH3:29])=[O:26])=[O:11])[CH:5]=[CH:6][CH:7]=1. (8) Given the reactants [Cl:1][C:2]1[CH:33]=[C:32]([Cl:34])[CH:31]=[CH:30][C:3]=1[CH2:4][O:5][C:6]1[CH:11]=[C:10]([O:12][CH2:13][CH2:14][O:15][CH3:16])[CH:9]=[CH:8][C:7]=1/[CH:17]=[CH:18]/[C:19]([NH:21][S:22]([CH2:25][CH2:26][CH2:27][CH2:28][CH3:29])(=[O:24])=[O:23])=[O:20], predict the reaction product. The product is: [Cl:1][C:2]1[CH:33]=[C:32]([Cl:34])[CH:31]=[CH:30][C:3]=1[CH2:4][O:5][C:6]1[CH:11]=[C:10]([O:12][CH2:13][CH2:14][O:15][CH3:16])[CH:9]=[CH:8][C:7]=1[CH2:17][CH2:18][C:19]([NH:21][S:22]([CH2:25][CH2:26][CH2:27][CH2:28][CH3:29])(=[O:23])=[O:24])=[O:20].